Task: Regression. Given a peptide amino acid sequence and an MHC pseudo amino acid sequence, predict their binding affinity value. This is MHC class I binding data.. Dataset: Peptide-MHC class I binding affinity with 185,985 pairs from IEDB/IMGT (1) The peptide sequence is DTLKVCIGY. The MHC is HLA-B27:05 with pseudo-sequence HLA-B27:05. The binding affinity (normalized) is 0.0847. (2) The peptide sequence is RPAGARAAF. The MHC is HLA-B58:01 with pseudo-sequence HLA-B58:01. The binding affinity (normalized) is 0.0847. (3) The peptide sequence is TPTQLSETI. The MHC is HLA-B51:01 with pseudo-sequence HLA-B51:01. The binding affinity (normalized) is 0.325. (4) The peptide sequence is RRMATTFTF. The MHC is HLA-A26:01 with pseudo-sequence HLA-A26:01. The binding affinity (normalized) is 0.0847. (5) The peptide sequence is ELFIAPEGM. The MHC is HLA-B35:01 with pseudo-sequence HLA-B35:01. The binding affinity (normalized) is 0.472. (6) The peptide sequence is LMPIRTDTTI. The MHC is HLA-A02:01 with pseudo-sequence HLA-A02:01. The binding affinity (normalized) is 0. (7) The binding affinity (normalized) is 0.313. The MHC is Mamu-A2201 with pseudo-sequence Mamu-A2201. The peptide sequence is FPIAKVEPV. (8) The peptide sequence is LNISGYNFSL. The MHC is HLA-A02:06 with pseudo-sequence HLA-A02:06. The binding affinity (normalized) is 0.442. (9) The peptide sequence is FFLLTRILTI. The MHC is HLA-A24:02 with pseudo-sequence HLA-A24:02. The binding affinity (normalized) is 0.0641.